From a dataset of Forward reaction prediction with 1.9M reactions from USPTO patents (1976-2016). Predict the product of the given reaction. (1) Given the reactants [Cl:1][C:2]1[N:7]=[C:6]([C:8]2[NH:9][C:10]3[C:15]([CH:16]=2)=[C:14]([F:17])[CH:13]=[CH:12][CH:11]=3)[C:5]([CH2:18][CH:19]([OH:22])[CH2:20][OH:21])=[CH:4][CH:3]=1.[CH3:23][S:24](Cl)(=[O:26])=[O:25].O, predict the reaction product. The product is: [CH3:23][S:24]([O:21][CH2:20][CH:19]([OH:22])[CH2:18][C:5]1[C:6]([C:8]2[NH:9][C:10]3[C:15]([CH:16]=2)=[C:14]([F:17])[CH:13]=[CH:12][CH:11]=3)=[N:7][C:2]([Cl:1])=[CH:3][CH:4]=1)(=[O:26])=[O:25]. (2) Given the reactants [F:1][C:2]1[CH:7]=[CH:6][C:5]([C:8]2[S:16][C:15]3[C:14]([N:17]4[CH2:22][CH2:21][N:20](C(OC(C)(C)C)=O)[C@H:19]([CH3:30])[CH2:18]4)=[N:13][CH:12]=[N:11][C:10]=3[CH:9]=2)=[CH:4][CH:3]=1.[ClH:31], predict the reaction product. The product is: [ClH:31].[ClH:31].[F:1][C:2]1[CH:7]=[CH:6][C:5]([C:8]2[S:16][C:15]3[C:14]([N:17]4[CH2:22][CH2:21][NH:20][C@H:19]([CH3:30])[CH2:18]4)=[N:13][CH:12]=[N:11][C:10]=3[CH:9]=2)=[CH:4][CH:3]=1. (3) Given the reactants CC(OC(/N=N/C(OC(C)C)=O)=O)C.[Cl:15][C:16]1[CH:21]=[CH:20][C:19]([C@H:22]2[NH:27][C@@H:26]([C@H:28]([OH:30])[CH3:29])[CH2:25][O:24][CH2:23]2)=[CH:18][CH:17]=1.C1(P(C2C=CC=CC=2)C2C=CC=CC=2)C=CC=CC=1.[N+:50]([C:53]1[CH:61]=[CH:60][C:56]([C:57](O)=[O:58])=[CH:55][CH:54]=1)([O-:52])=[O:51], predict the reaction product. The product is: [Cl:15][C:16]1[CH:17]=[CH:18][C:19]([C@H:22]2[NH:27][C@@H:26]([C@@H:28]([O:30][C:57](=[O:58])[C:56]3[CH:55]=[CH:54][C:53]([N+:50]([O-:52])=[O:51])=[CH:61][CH:60]=3)[CH3:29])[CH2:25][O:24][CH2:23]2)=[CH:20][CH:21]=1. (4) Given the reactants [NH2:1][C:2]1[CH:23]=[CH:22][C:5]([CH2:6][NH:7]/[CH:8]=[C:9]2\[C:10](=[O:21])[NH:11][C:12](=[O:20])[C:13]3[C:18]\2=[CH:17][C:16]([I:19])=[CH:15][CH:14]=3)=[CH:4][C:3]=1[O:24][Si](C(C)C)(C(C)C)C(C)C.CN1CCOCC1.[C:42](Cl)(=[O:49])[C:43]1[CH:48]=[CH:47][CH:46]=[CH:45][CH:44]=1.[F-].C([N+](CCCC)(CCCC)CCCC)CCC, predict the reaction product. The product is: [OH:24][C:3]1[CH:4]=[C:5]([CH2:6][NH:7]/[CH:8]=[C:9]2\[C:10](=[O:21])[NH:11][C:12](=[O:20])[C:13]3[C:18]\2=[CH:17][C:16]([I:19])=[CH:15][CH:14]=3)[CH:22]=[CH:23][C:2]=1[NH:1][C:42](=[O:49])[C:43]1[CH:48]=[CH:47][CH:46]=[CH:45][CH:44]=1. (5) Given the reactants [H-].[Na+].[CH3:3][C:4]1[N:9]=[C:8](/[C:10](=[N:12]/O)/[CH3:11])[CH:7]=[CH:6][CH:5]=1.[CH3:14][O:15]/[N:16]=[C:17](/[C:19]1[N:24]=[C:23]([C:25]#[C:26][CH2:27][O:28]S(C)(=O)=O)[CH:22]=[CH:21][CH:20]=1)\[CH3:18], predict the reaction product. The product is: [CH3:14][O:15]/[N:16]=[C:17](/[C:19]1[CH:20]=[CH:21][CH:22]=[C:23]([C:25]#[C:26][CH2:27][O:28]/[N:12]=[C:10](/[C:8]2[CH:7]=[CH:6][CH:5]=[C:4]([CH3:3])[N:9]=2)\[CH3:11])[N:24]=1)\[CH3:18]. (6) Given the reactants [NH2:1][C:2]1[CH:9]=[CH:8][C:5]([C:6]#[N:7])=[C:4]([C:10]([F:13])([F:12])[F:11])[CH:3]=1.[C:14](Cl)(Cl)=[S:15], predict the reaction product. The product is: [N:1]([C:2]1[CH:9]=[CH:8][C:5]([C:6]#[N:7])=[C:4]([C:10]([F:11])([F:12])[F:13])[CH:3]=1)=[C:14]=[S:15].